This data is from Full USPTO retrosynthesis dataset with 1.9M reactions from patents (1976-2016). The task is: Predict the reactants needed to synthesize the given product. Given the product [CH3:1][CH2:2][C:3]1[C:7]2=[CH:8][C:9]3[N-:13][C:12]4[C:14]([C@@H:56]([C:59]([O:61][CH3:62])=[O:60])[C:57](=[O:58])[C:11]=4[C:10]=3[CH3:63])=[C:15]3[N:19]=[C:18]([CH:20]=[C:21]4[N-:26][C:24](=[CH:25][C:5](=[N:6]2)[C:4]=1[CH3:64])[C:23]([CH:27]=[CH2:28])=[C:22]4[CH3:29])[C@@H:17]([CH3:30])[C@@H:16]3[CH2:31][CH2:32][C:33]([O:35][CH2:36]/[CH:37]=[C:38](/[CH2:40][CH2:41][CH2:42][C@@H:43]([CH2:45][CH2:46][CH2:47][C@@H:48]([CH2:50][CH2:51][CH2:52][CH:53]([CH3:55])[CH3:54])[CH3:49])[CH3:44])\[CH3:39])=[O:34].[Mg+2:65].[OH2:34], predict the reactants needed to synthesize it. The reactants are: [CH3:1][CH2:2][C:3]1[C:7]2=[CH:8][C:9]3[N-:13][C:12]4[C:14]([C@@H:56]([C:59]([O:61][CH3:62])=[O:60])[C:57](=[O:58])[C:11]=4[C:10]=3[CH3:63])=[C:15]3[N:19]=[C:18]([CH:20]=[C:21]4[N-:26][C:24](=[CH:25][C:5](=[N:6]2)[C:4]=1[CH3:64])[C:23]([CH:27]=[CH2:28])=[C:22]4[CH3:29])[C@@H:17]([CH3:30])[C@@H:16]3[CH2:31][CH2:32][C:33]([O:35][CH2:36]/[CH:37]=[C:38](/[CH2:40][CH2:41][CH2:42][C@@H:43]([CH2:45][CH2:46][CH2:47][C@@H:48]([CH2:50][CH2:51][CH2:52][CH:53]([CH3:55])[CH3:54])[CH3:49])[CH3:44])\[CH3:39])=[O:34].[Mg+2:65].